From a dataset of Peptide-MHC class II binding affinity with 134,281 pairs from IEDB. Regression. Given a peptide amino acid sequence and an MHC pseudo amino acid sequence, predict their binding affinity value. This is MHC class II binding data. (1) The peptide sequence is AAATANTTVYGAFAA. The MHC is HLA-DPA10103-DPB10601 with pseudo-sequence HLA-DPA10103-DPB10601. The binding affinity (normalized) is 0.0681. (2) The peptide sequence is MMGKREKKLSEFGKA. The MHC is HLA-DQA10201-DQB10301 with pseudo-sequence HLA-DQA10201-DQB10301. The binding affinity (normalized) is 0.324. (3) The peptide sequence is KSTNGLRIKSYEDAK. The MHC is HLA-DPA10103-DPB10201 with pseudo-sequence HLA-DPA10103-DPB10201. The binding affinity (normalized) is 0.149. (4) The peptide sequence is YTTEGGTKGEAKDVI. The MHC is HLA-DQA10501-DQB10301 with pseudo-sequence HLA-DQA10501-DQB10301. The binding affinity (normalized) is 0.493.